This data is from NCI-60 drug combinations with 297,098 pairs across 59 cell lines. The task is: Regression. Given two drug SMILES strings and cell line genomic features, predict the synergy score measuring deviation from expected non-interaction effect. (1) Drug 1: CC1=C2C(C(=O)C3(C(CC4C(C3C(C(C2(C)C)(CC1OC(=O)C(C(C5=CC=CC=C5)NC(=O)OC(C)(C)C)O)O)OC(=O)C6=CC=CC=C6)(CO4)OC(=O)C)OC)C)OC. Drug 2: CC1=C(N=C(N=C1N)C(CC(=O)N)NCC(C(=O)N)N)C(=O)NC(C(C2=CN=CN2)OC3C(C(C(C(O3)CO)O)O)OC4C(C(C(C(O4)CO)O)OC(=O)N)O)C(=O)NC(C)C(C(C)C(=O)NC(C(C)O)C(=O)NCCC5=NC(=CS5)C6=NC(=CS6)C(=O)NCCC[S+](C)C)O. Cell line: SK-MEL-5. Synergy scores: CSS=33.1, Synergy_ZIP=2.13, Synergy_Bliss=0.145, Synergy_Loewe=-2.63, Synergy_HSA=2.43. (2) Drug 1: CN1C2=C(C=C(C=C2)N(CCCl)CCCl)N=C1CCCC(=O)O.Cl. Synergy scores: CSS=27.1, Synergy_ZIP=-3.41, Synergy_Bliss=-3.98, Synergy_Loewe=-1.57, Synergy_HSA=-0.423. Drug 2: CCN(CC)CCCC(C)NC1=C2C=C(C=CC2=NC3=C1C=CC(=C3)Cl)OC. Cell line: RPMI-8226. (3) Drug 1: C1CCC(CC1)NC(=O)N(CCCl)N=O. Drug 2: C1C(C(OC1N2C=C(C(=O)NC2=O)F)CO)O. Cell line: U251. Synergy scores: CSS=53.2, Synergy_ZIP=-5.76, Synergy_Bliss=-4.71, Synergy_Loewe=-4.34, Synergy_HSA=0.399. (4) Drug 1: C1=CN(C(=O)N=C1N)C2C(C(C(O2)CO)O)O.Cl. Drug 2: CC1=C(C=C(C=C1)NC(=O)C2=CC=C(C=C2)CN3CCN(CC3)C)NC4=NC=CC(=N4)C5=CN=CC=C5. Cell line: PC-3. Synergy scores: CSS=11.1, Synergy_ZIP=-2.72, Synergy_Bliss=-0.544, Synergy_Loewe=-8.88, Synergy_HSA=-1.09. (5) Drug 1: CN1C(=O)N2C=NC(=C2N=N1)C(=O)N. Drug 2: CC1=C(C(=O)C2=C(C1=O)N3CC4C(C3(C2COC(=O)N)OC)N4)N. Cell line: OVCAR-5. Synergy scores: CSS=31.5, Synergy_ZIP=-10.8, Synergy_Bliss=-1.62, Synergy_Loewe=-38.5, Synergy_HSA=-1.63. (6) Synergy scores: CSS=2.63, Synergy_ZIP=-1.33, Synergy_Bliss=-0.724, Synergy_Loewe=-6.04, Synergy_HSA=-0.806. Drug 2: C(CN)CNCCSP(=O)(O)O. Drug 1: CC1=C(C(CCC1)(C)C)C=CC(=CC=CC(=CC(=O)O)C)C. Cell line: OVCAR-4. (7) Cell line: RXF 393. Drug 1: C1=CC=C(C=C1)NC(=O)CCCCCCC(=O)NO. Synergy scores: CSS=6.07, Synergy_ZIP=0.391, Synergy_Bliss=4.66, Synergy_Loewe=-1.95, Synergy_HSA=1.31. Drug 2: CC12CCC3C(C1CCC2OP(=O)(O)O)CCC4=C3C=CC(=C4)OC(=O)N(CCCl)CCCl.[Na+]. (8) Drug 1: CC(C1=C(C=CC(=C1Cl)F)Cl)OC2=C(N=CC(=C2)C3=CN(N=C3)C4CCNCC4)N. Drug 2: CCCS(=O)(=O)NC1=C(C(=C(C=C1)F)C(=O)C2=CNC3=C2C=C(C=N3)C4=CC=C(C=C4)Cl)F. Cell line: HT29. Synergy scores: CSS=54.7, Synergy_ZIP=2.32, Synergy_Bliss=1.72, Synergy_Loewe=-4.11, Synergy_HSA=2.51. (9) Drug 1: CCN(CC)CCCC(C)NC1=C2C=C(C=CC2=NC3=C1C=CC(=C3)Cl)OC. Drug 2: CC(C)CN1C=NC2=C1C3=CC=CC=C3N=C2N. Cell line: SK-MEL-2. Synergy scores: CSS=40.5, Synergy_ZIP=32.2, Synergy_Bliss=36.8, Synergy_Loewe=24.2, Synergy_HSA=24.8. (10) Drug 1: COC1=NC(=NC2=C1N=CN2C3C(C(C(O3)CO)O)O)N. Drug 2: CS(=O)(=O)CCNCC1=CC=C(O1)C2=CC3=C(C=C2)N=CN=C3NC4=CC(=C(C=C4)OCC5=CC(=CC=C5)F)Cl. Cell line: IGROV1. Synergy scores: CSS=3.36, Synergy_ZIP=-5.58, Synergy_Bliss=3.96, Synergy_Loewe=-32.7, Synergy_HSA=-7.06.